This data is from Peptide-MHC class I binding affinity with 185,985 pairs from IEDB/IMGT. The task is: Regression. Given a peptide amino acid sequence and an MHC pseudo amino acid sequence, predict their binding affinity value. This is MHC class I binding data. (1) The peptide sequence is NVAFELWAK. The MHC is HLA-A03:01 with pseudo-sequence HLA-A03:01. The binding affinity (normalized) is 0.214. (2) The peptide sequence is IMYDSGAKY. The MHC is HLA-B57:01 with pseudo-sequence HLA-B57:01. The binding affinity (normalized) is 0.0847. (3) The binding affinity (normalized) is 0.0847. The peptide sequence is KTLKGGWFF. The MHC is HLA-A26:01 with pseudo-sequence HLA-A26:01. (4) The peptide sequence is NPGTYVYFY. The MHC is HLA-A03:01 with pseudo-sequence HLA-A03:01. The binding affinity (normalized) is 0. (5) The peptide sequence is WLKDSAIMVA. The MHC is HLA-A68:02 with pseudo-sequence HLA-A68:02. The binding affinity (normalized) is 0.148. (6) The peptide sequence is SLVAIHLAC. The MHC is HLA-B15:17 with pseudo-sequence HLA-B15:17. The binding affinity (normalized) is 0.0847.